This data is from Forward reaction prediction with 1.9M reactions from USPTO patents (1976-2016). The task is: Predict the product of the given reaction. (1) The product is: [N:14]1[CH:19]=[CH:18][C:17](/[CH:20]=[N:11]/[NH:10][C:6]2[CH:7]=[CH:8][CH:9]=[C:4]([O:3][C:2]([F:12])([F:13])[F:1])[CH:5]=2)=[CH:16][CH:15]=1. Given the reactants [F:1][C:2]([F:13])([F:12])[O:3][C:4]1[CH:5]=[C:6]([NH:10][NH2:11])[CH:7]=[CH:8][CH:9]=1.[N:14]1[CH:19]=[CH:18][C:17]([CH:20]=O)=[CH:16][CH:15]=1, predict the reaction product. (2) Given the reactants C(N(CC)CC)C.[Cl:8][C:9]1[CH:14]=[CH:13][C:12](B(O)O)=[CH:11][CH:10]=1.[O:18]=[S:19]1(=[O:36])[CH2:24][CH2:23][N:22]2[CH2:25][CH2:26][CH2:27][C@@H:28]([C:29]3[CH:34]=[CH:33][C:32]([OH:35])=[CH:31][CH:30]=3)[C:21]2=[N:20]1, predict the reaction product. The product is: [Cl:8][C:9]1[CH:14]=[CH:13][C:12]([O:35][C:32]2[CH:31]=[CH:30][C:29]([C@H:28]3[C:21]4=[N:20][S:19](=[O:36])(=[O:18])[CH2:24][CH2:23][N:22]4[CH2:25][CH2:26][CH2:27]3)=[CH:34][CH:33]=2)=[CH:11][CH:10]=1. (3) Given the reactants [Cl:1][C:2]1[CH:16]=[CH:15][C:5]([CH2:6][O:7][C:8]2[CH:13]=[CH:12][NH:11][C:10](=[O:14])[CH:9]=2)=[C:4]([F:17])[CH:3]=1.Br[C:19]1[CH:20]=[CH:21][C:22]2[C:31]3[CH2:30][CH2:29][N:28](C(OC(C)(C)C)=O)[CH2:27][CH2:26][C:25]=3[N:24]([CH3:39])[C:23]=2[N:40]=1.OC1C=CC=C2C=1N=CC=C2.C([O-])([O-])=O.[Cs+].[Cs+].Cl, predict the reaction product. The product is: [ClH:1].[Cl:1][C:2]1[CH:16]=[CH:15][C:5]([CH2:6][O:7][C:8]2[CH:13]=[CH:12][N:11]([C:19]3[CH:20]=[CH:21][C:22]4[C:31]5[CH2:30][CH2:29][NH:28][CH2:27][CH2:26][C:25]=5[N:24]([CH3:39])[C:23]=4[N:40]=3)[C:10](=[O:14])[CH:9]=2)=[C:4]([F:17])[CH:3]=1. (4) Given the reactants Cl[C:2]1[CH:7]=[C:6](Cl)[N:5]=[C:4]([CH3:9])[N:3]=1.[NH2:10][C:11]1[CH:12]=[C:13]([OH:21])[CH:14]=[C:15]([C:17]([F:20])([F:19])[F:18])[CH:16]=1, predict the reaction product. The product is: [CH3:9][C:4]1[N:5]=[C:6]([NH:10][C:11]2[CH:16]=[C:15]([C:17]([F:18])([F:19])[F:20])[CH:14]=[C:13]([OH:21])[CH:12]=2)[CH:7]=[C:2]([NH:10][C:11]2[CH:16]=[C:15]([C:17]([F:18])([F:19])[F:20])[CH:14]=[C:13]([OH:21])[CH:12]=2)[N:3]=1. (5) The product is: [N:3]1[C:8]2[NH:9][CH:10]=[CH:11][C:7]=2[C:6]([C:12]2[CH:13]=[N:14][N:15]([C:17]3([CH2:21][C:22]#[N:23])[CH2:20][N:19]([CH:39]4[CH2:40][CH2:41][N:36]([C:34](=[O:35])[C:33]5[CH:43]=[CH:44][N:45]=[C:46]([C:47]([F:50])([F:49])[F:48])[C:32]=5[F:31])[CH2:37][CH2:38]4)[CH2:18]3)[CH:16]=2)=[N:5][CH:4]=1. Given the reactants Cl.Cl.[N:3]1[C:8]2[NH:9][CH:10]=[CH:11][C:7]=2[C:6]([C:12]2[CH:13]=[N:14][N:15]([C:17]3([CH2:21][C:22]#[N:23])[CH2:20][NH:19][CH2:18]3)[CH:16]=2)=[N:5][CH:4]=1.C(N(CC)CC)C.[F:31][C:32]1[C:46]([C:47]([F:50])([F:49])[F:48])=[N:45][CH:44]=[CH:43][C:33]=1[C:34]([N:36]1[CH2:41][CH2:40][C:39](=O)[CH2:38][CH2:37]1)=[O:35].C(O[BH-](OC(=O)C)OC(=O)C)(=O)C.[Na+], predict the reaction product. (6) Given the reactants [F:1][C:2]([F:40])([F:39])[C:3]1[CH:4]=[C:5]([CH:32]=[C:33]([C:35]([F:38])([F:37])[F:36])[CH:34]=1)[CH2:6][N:7]([CH2:15][C:16]1[C:17]([N:24]([CH2:28][CH:29]2[CH2:31][CH2:30]2)[CH2:25][CH2:26][CH3:27])=[N:18][C:19]([O:22][CH3:23])=[N:20][CH:21]=1)[C:8]1[N:13]=[CH:12][C:11](Br)=[CH:10][N:9]=1.CS(C)=[O:43], predict the reaction product. The product is: [F:1][C:2]([F:40])([F:39])[C:3]1[CH:4]=[C:5]([CH:32]=[C:33]([C:35]([F:38])([F:37])[F:36])[CH:34]=1)[CH2:6][N:7]([CH2:15][C:16]1[C:17]([N:24]([CH2:28][CH:29]2[CH2:31][CH2:30]2)[CH2:25][CH2:26][CH3:27])=[N:18][C:19]([O:22][CH3:23])=[N:20][CH:21]=1)[C:8]1[N:13]=[CH:12][C:11]([OH:43])=[CH:10][N:9]=1.